This data is from Full USPTO retrosynthesis dataset with 1.9M reactions from patents (1976-2016). The task is: Predict the reactants needed to synthesize the given product. (1) Given the product [CH2:27]([C:29]1[CH:36]=[CH:35][C:32]([CH2:33][N:5]2[CH2:6][CH2:7][N:2]([C:8]3[C:9]([C:10]([O:12][CH:13]([CH3:15])[CH3:14])=[O:11])=[CH:16][CH:17]=[CH:18][N:19]=3)[CH2:3][CH2:4]2)=[CH:31][CH:30]=1)[CH3:28], predict the reactants needed to synthesize it. The reactants are: Cl.[N:2]1([C:8]2[N:19]=[CH:18][CH:17]=[CH:16][C:9]=2[C:10]([O:12][CH:13]([CH3:15])[CH3:14])=[O:11])[CH2:7][CH2:6][NH:5][CH2:4][CH2:3]1.CCN(CC)CC.[CH2:27]([C:29]1[CH:36]=[CH:35][C:32]([CH:33]=O)=[CH:31][CH:30]=1)[CH3:28].[BH-](OC(C)=O)(OC(C)=O)OC(C)=O.[Na+]. (2) Given the product [C:7]1([C:13]2([C:18]3[CH:19]=[CH:20][C:21]([CH2:22][OH:23])=[CH:26][CH:27]=3)[O:17][CH2:16][CH2:15][O:14]2)[CH:8]=[CH:9][CH:10]=[CH:11][CH:12]=1, predict the reactants needed to synthesize it. The reactants are: [H-].[H-].[H-].[H-].[Li+].[Al+3].[C:7]1([C:13]2([C:18]3[CH:27]=[CH:26][C:21]([C:22](OC)=[O:23])=[CH:20][CH:19]=3)[O:17][CH2:16][CH2:15][O:14]2)[CH:12]=[CH:11][CH:10]=[CH:9][CH:8]=1.O.[OH-].[K+]. (3) Given the product [CH2:1]([C:5]1=[CH:6][N:7]([C:24]([CH3:26])([CH3:25])[CH3:27])[S:8]/[C:9]/1=[N:10]\[C:11]([C@:13]1([CH3:23])[CH2:17][CH2:16][C@H:15]([C:18]([NH:31][CH:28]([CH3:30])[CH3:29])=[O:19])[C:14]1([CH3:21])[CH3:22])=[O:12])[CH2:2][CH2:3][CH3:4], predict the reactants needed to synthesize it. The reactants are: [CH2:1]([C:5]1=[CH:6][N:7]([C:24]([CH3:27])([CH3:26])[CH3:25])[S:8]/[C:9]/1=[N:10]\[C:11]([C@:13]1([CH3:23])[CH2:17][CH2:16][C@H:15]([C:18](O)=[O:19])[C:14]1([CH3:22])[CH3:21])=[O:12])[CH2:2][CH2:3][CH3:4].[CH:28]([NH2:31])([CH3:30])[CH3:29]. (4) Given the product [CH3:11][N:12]([C:8](=[O:10])[CH2:7][C:5]1[N:6]=[C:2]([CH3:1])[S:3][CH:4]=1)[C@H:13]1[CH2:32][N:17]2[C:18]3[C:23]([C:24]([CH2:25][C:26]([OH:28])=[O:27])=[C:16]2[CH2:15][CH2:14]1)=[CH:22][CH:21]=[CH:20][CH:19]=3, predict the reactants needed to synthesize it. The reactants are: [CH3:1][C:2]1[S:3][CH:4]=[C:5]([CH2:7][C:8]([OH:10])=O)[N:6]=1.[CH3:11][NH:12][C@H:13]1[CH2:32][N:17]2[C:18]3[C:23]([C:24]([CH2:25][C:26]([O:28]CCC)=[O:27])=[C:16]2[CH2:15][CH2:14]1)=[CH:22][CH:21]=[CH:20][CH:19]=3.